Dataset: Forward reaction prediction with 1.9M reactions from USPTO patents (1976-2016). Task: Predict the product of the given reaction. (1) Given the reactants C(N(CCCC)C(C1N=C(C2C=CC(C(O)=O)=CC=2C(N2[C@H](CO)CC3C(=CC=CC=3)C2)=O)N(CCC2C=CC=CC=2)C=1)=O)CCC.[Si:48]([O:55][CH2:56][C@@H:57]1[CH2:66][C:65]2[C:60](=[CH:61][CH:62]=[CH:63][CH:64]=2)[CH2:59][N:58]1[C:67]([C:69]1[CH:70]=[C:71]([CH:76]=[CH:77][C:78]=1[C:79]1[N:80]([CH2:95][CH2:96][O:97][CH2:98][CH2:99][O:100][Si:101]([C:114]([CH3:117])([CH3:116])[CH3:115])([C:108]2[CH:113]=[CH:112][CH:111]=[CH:110][CH:109]=2)[C:102]2[CH:107]=[CH:106][CH:105]=[CH:104][CH:103]=2)[CH:81]=[C:82]([C:84](=[O:94])[N:85]([CH2:90][CH2:91][CH2:92][CH3:93])[CH2:86][CH2:87][CH2:88][CH3:89])[N:83]=1)[C:72]([O:74]C)=[O:73])=[O:68])([C:51]([CH3:54])([CH3:53])[CH3:52])([CH3:50])[CH3:49], predict the reaction product. The product is: [Si:48]([O:55][CH2:56][C@@H:57]1[CH2:66][C:65]2[C:60](=[CH:61][CH:62]=[CH:63][CH:64]=2)[CH2:59][N:58]1[C:67]([C:69]1[CH:70]=[C:71]([CH:76]=[CH:77][C:78]=1[C:79]1[N:80]([CH2:95][CH2:96][O:97][CH2:98][CH2:99][O:100][Si:101]([C:114]([CH3:115])([CH3:116])[CH3:117])([C:102]2[CH:103]=[CH:104][CH:105]=[CH:106][CH:107]=2)[C:108]2[CH:109]=[CH:110][CH:111]=[CH:112][CH:113]=2)[CH:81]=[C:82]([C:84](=[O:94])[N:85]([CH2:90][CH2:91][CH2:92][CH3:93])[CH2:86][CH2:87][CH2:88][CH3:89])[N:83]=1)[C:72]([OH:74])=[O:73])=[O:68])([C:51]([CH3:52])([CH3:53])[CH3:54])([CH3:49])[CH3:50]. (2) Given the reactants [N:1]([CH:4]([CH3:13])[C:5]([C:7]1[CH:12]=[CH:11][CH:10]=[CH:9][CH:8]=1)=[O:6])=[N+]=[N-].[ClH:14], predict the reaction product. The product is: [ClH:14].[NH2:1][CH:4]([CH3:13])[C:5]([C:7]1[CH:12]=[CH:11][CH:10]=[CH:9][CH:8]=1)=[O:6]. (3) Given the reactants Br[C:2]1[CH:3]=[N:4][CH:5]=[C:6]([F:8])[CH:7]=1.[B:9]([O-])([O-:14])[O:10]C(C)C.[Li]CCCC, predict the reaction product. The product is: [F:8][C:6]1[CH:7]=[C:2]([B:9]([OH:14])[OH:10])[CH:3]=[N:4][CH:5]=1. (4) Given the reactants C[Si]([N-][Si](C)(C)C)(C)C.[K+].FC(F)(F)COP([CH2:23][C:24]([O:26][CH3:27])=[O:25])(=O)OCC(F)(F)F.C1OCCOCCOCCOCCOCCOC1.[F:48][C:49]1[CH:54]=[CH:53][C:52]([C:55]2[N:59]([CH3:60])[N:58]=[CH:57][C:56]=2[CH:61]=O)=[CH:51][CH:50]=1.[Cl-].[NH4+], predict the reaction product. The product is: [F:48][C:49]1[CH:50]=[CH:51][C:52]([C:55]2[N:59]([CH3:60])[N:58]=[CH:57][C:56]=2/[CH:61]=[CH:23]\[C:24]([O:26][CH3:27])=[O:25])=[CH:53][CH:54]=1. (5) The product is: [Cl:1][C:2]1[CH:3]=[C:4]([C:12]2[O:16][N:15]=[C:14]([C:17]3[CH:18]=[CH:19][C:20]4[CH2:26][N:25]([CH2:27][C:28]([OH:30])=[O:29])[CH2:24][CH2:23][CH2:22][C:21]=4[CH:35]=3)[N:13]=2)[CH:5]=[CH:6][C:7]=1[O:8][CH:9]([CH3:11])[CH3:10]. Given the reactants [Cl:1][C:2]1[CH:3]=[C:4]([C:12]2[O:16][N:15]=[C:14]([C:17]3[CH:18]=[CH:19][C:20]4[CH2:26][N:25]([CH2:27][C:28]([O:30]C(C)(C)C)=[O:29])[CH2:24][CH2:23][CH2:22][C:21]=4[CH:35]=3)[N:13]=2)[CH:5]=[CH:6][C:7]=1[O:8][CH:9]([CH3:11])[CH3:10].Cl, predict the reaction product. (6) Given the reactants N#N.[C:3]([C:5]1[CH:6]=[CH:7][C:8]2[N:12]=[C:11]([C@H:13]([NH:23]C(=O)OC(C)(C)C)[CH2:14][C:15]3[CH:20]=[CH:19][C:18]([O:21][CH3:22])=[CH:17][CH:16]=3)[NH:10][C:9]=2[CH:31]=1)#[N:4].[ClH:32], predict the reaction product. The product is: [ClH:32].[ClH:32].[NH2:23][C@@H:13]([C:11]1[NH:10][C:9]2[CH:31]=[C:5]([C:3]#[N:4])[CH:6]=[CH:7][C:8]=2[N:12]=1)[CH2:14][C:15]1[CH:20]=[CH:19][C:18]([O:21][CH3:22])=[CH:17][CH:16]=1. (7) The product is: [C:1]12([C:11]3[CH:12]=[C:13]([C:18]4[CH:19]=[C:20]([CH:23]=[CH:24][C:25]=4[O:26][CH3:27])[CH:21]=[C:34]4[S:28][C:29]([N:35]5[CH2:40][CH2:39][O:38][CH2:37][CH2:36]5)=[N:31][C:32]4=[O:33])[CH:14]=[CH:15][C:16]=3[OH:17])[CH2:8][CH:7]3[CH2:6][CH:5]([CH2:4][CH:3]([CH2:9]3)[CH2:2]1)[CH2:10]2. Given the reactants [C:1]12([C:11]3[CH:12]=[C:13]([C:18]4[CH:19]=[C:20]([CH:23]=[CH:24][C:25]=4[O:26][CH3:27])[CH:21]=O)[CH:14]=[CH:15][C:16]=3[OH:17])[CH2:10][CH:5]3[CH2:6][CH:7]([CH2:9][CH:3]([CH2:4]3)[CH2:2]1)[CH2:8]2.[S:28]1[CH2:34][C:32](=[O:33])[NH:31][C:29]1=S.[NH:35]1[CH2:40][CH2:39][O:38][CH2:37][CH2:36]1, predict the reaction product.